Dataset: Forward reaction prediction with 1.9M reactions from USPTO patents (1976-2016). Task: Predict the product of the given reaction. (1) Given the reactants Br[CH2:2][C:3]([C:5]1[C:10]([CH3:11])=[CH:9][C:8]([S:12][C:13]2[CH:18]=[CH:17][C:16]([CH3:19])=[CH:15][CH:14]=2)=[CH:7][C:6]=1[CH3:20])=O.[NH2:21][C:22]([NH2:24])=[S:23], predict the reaction product. The product is: [CH3:20][C:6]1[CH:7]=[C:8]([S:12][C:13]2[CH:18]=[CH:17][C:16]([CH3:19])=[CH:15][CH:14]=2)[CH:9]=[C:10]([CH3:11])[C:5]=1[C:3]1[N:21]=[C:22]([NH2:24])[S:23][CH:2]=1. (2) Given the reactants Cl[C:2]1[C:3]2[C:4](=[CH:13][N:14](CC3C=CC(OC)=CC=3)[N:15]=2)[N:5]=[C:6]([C:8]2[S:9][CH:10]=[CH:11][N:12]=2)[N:7]=1.[CH3:25][N:26]1[CH2:31][CH2:30][N:29]([C:32]2[CH:38]=[CH:37][C:35]([NH2:36])=[CH:34][CH:33]=2)[CH2:28][CH2:27]1.Cl, predict the reaction product. The product is: [CH3:25][N:26]1[CH2:27][CH2:28][N:29]([C:32]2[CH:38]=[CH:37][C:35]([NH:36][C:2]3[C:3]4[NH:15][N:14]=[CH:13][C:4]=4[N:5]=[C:6]([C:8]4[S:9][CH:10]=[CH:11][N:12]=4)[N:7]=3)=[CH:34][CH:33]=2)[CH2:30][CH2:31]1. (3) Given the reactants [Cl:1][C:2]1[CH:7]=[C:6]([OH:8])[CH:5]=[CH:4][C:3]=1[CH:9]([CH3:28])[C:10]([C:16]1[CH:17]=[CH:18][C:19]2[O:24][CH2:23][C:22](=[O:25])[N:21]([CH3:26])[C:20]=2[CH:27]=1)([OH:15])[C:11]([F:14])([F:13])[F:12].Cl[C:30]1[N:35]=[CH:34][C:33]([C:36]([O:38][CH3:39])=[O:37])=[CH:32][CH:31]=1.C(=O)([O-])[O-].[K+].[K+], predict the reaction product. The product is: [CH3:39][O:38][C:36](=[O:37])[C:33]1[CH:32]=[CH:31][C:30]([O:8][C:6]2[CH:5]=[CH:4][C:3]([CH:9]([CH3:28])[C:10]([OH:15])([C:16]3[CH:17]=[CH:18][C:19]4[O:24][CH2:23][C:22](=[O:25])[N:21]([CH3:26])[C:20]=4[CH:27]=3)[C:11]([F:12])([F:13])[F:14])=[C:2]([Cl:1])[CH:7]=2)=[N:35][CH:34]=1. (4) Given the reactants [Cl:1][C:2]1[CH:3]=[C:4]([C@@H:8]2[C@@H:13]([C:14]3[CH:19]=[CH:18][C:17]([Cl:20])=[CH:16][CH:15]=3)[N:12]([C@@H:21]([CH2:24][CH3:25])[CH:22]=O)[C:11](=[O:26])[C@:10]([CH2:28][C:29]([OH:31])=[O:30])([CH3:27])[CH2:9]2)[CH:5]=[CH:6][CH:7]=1.Cl.[CH3:33][NH2:34].C(O[BH-](OC(=O)C)OC(=O)C)(=O)C.[Na+], predict the reaction product. The product is: [NH4+:12].[Cl:1][C:2]1[CH:3]=[C:4]([C@@H:8]2[C@@H:13]([C:14]3[CH:15]=[CH:16][C:17]([Cl:20])=[CH:18][CH:19]=3)[N:12]([C@@H:21]([CH2:24][CH3:25])[CH2:22][NH:34][CH3:33])[C:11](=[O:26])[C@:10]([CH2:28][C:29]([O-:31])=[O:30])([CH3:27])[CH2:9]2)[CH:5]=[CH:6][CH:7]=1. (5) Given the reactants [OH-].[Na+].[C:3]([O:7][C:8]([N:10]1[CH2:15][CH2:14][C@@H:13]([NH:16][C:17]2[C:18]3[N:19]([CH:26]=[C:27]([C:29]([O:31]CC)=[O:30])[CH:28]=3)[N:20]=[CH:21][C:22]=2[C:23](=[O:25])[NH2:24])[C:12]([CH3:35])([CH3:34])[CH2:11]1)=[O:9])([CH3:6])([CH3:5])[CH3:4], predict the reaction product. The product is: [C:3]([O:7][C:8]([N:10]1[CH2:15][CH2:14][C@@H:13]([NH:16][C:17]2[C:18]3[N:19]([CH:26]=[C:27]([C:29]([OH:31])=[O:30])[CH:28]=3)[N:20]=[CH:21][C:22]=2[C:23](=[O:25])[NH2:24])[C:12]([CH3:35])([CH3:34])[CH2:11]1)=[O:9])([CH3:6])([CH3:4])[CH3:5]. (6) Given the reactants [Br:1][CH2:2][C:3]1[CH:11]=[CH:10][C:6]([C:7]([OH:9])=O)=[CH:5][CH:4]=1.C(N1C=CN=C1)(N1C=CN=C1)=O.[NH:24]1[CH2:28][CH2:27][CH2:26][CH2:25]1, predict the reaction product. The product is: [Br:1][CH2:2][C:3]1[CH:4]=[CH:5][C:6]([C:7]([N:24]2[CH2:28][CH2:27][CH2:26][CH2:25]2)=[O:9])=[CH:10][CH:11]=1. (7) Given the reactants Cl[C:2]1[C:7]([O:8][C:9]2[CH:14]=[CH:13][C:12]([F:15])=[CH:11][C:10]=2[F:16])=[CH:6][N:5]=[C:4]([CH2:17][S:18]([CH3:21])(=[O:20])=[O:19])[N:3]=1.[CH3:22][N:23]1[CH:32]=[C:31](B2OC(C)(C)C(C)(C)O2)[C:30]2[C:25](=[CH:26][CH:27]=[CH:28][CH:29]=2)[C:24]1=[O:42], predict the reaction product. The product is: [F:16][C:10]1[CH:11]=[C:12]([F:15])[CH:13]=[CH:14][C:9]=1[O:8][C:7]1[C:2]([C:31]2[C:30]3[C:25](=[CH:26][CH:27]=[CH:28][CH:29]=3)[C:24](=[O:42])[N:23]([CH3:22])[CH:32]=2)=[N:3][C:4]([CH2:17][S:18]([CH3:21])(=[O:20])=[O:19])=[N:5][CH:6]=1. (8) Given the reactants [CH3:1][S:2]([CH2:5][C:6]([OH:8])=O)(=[O:4])=[O:3].[Cl:9][C:10]1[CH:11]=[C:12]([NH:24][C:25]2[C:34]3[C:29](=[CH:30][CH:31]=[CH:32][C:33]=3[O:35][C@@H:36]([CH3:40])[CH2:37][NH:38][CH3:39])[N:28]=[CH:27][N:26]=2)[CH:13]=[CH:14][C:15]=1[O:16][CH2:17][C:18]1[CH:23]=[CH:22][CH:21]=[CH:20][N:19]=1, predict the reaction product. The product is: [Cl:9][C:10]1[CH:11]=[C:12]([NH:24][C:25]2[C:34]3[C:29](=[CH:30][CH:31]=[CH:32][C:33]=3[O:35][C@@H:36]([CH3:40])[CH2:37][N:38]([CH3:39])[C:6](=[O:8])[CH2:5][S:2]([CH3:1])(=[O:4])=[O:3])[N:28]=[CH:27][N:26]=2)[CH:13]=[CH:14][C:15]=1[O:16][CH2:17][C:18]1[CH:23]=[CH:22][CH:21]=[CH:20][N:19]=1.